Task: Binary Classification. Given a miRNA mature sequence and a target amino acid sequence, predict their likelihood of interaction.. Dataset: Experimentally validated miRNA-target interactions with 360,000+ pairs, plus equal number of negative samples The miRNA is hsa-miR-107 with sequence AGCAGCAUUGUACAGGGCUAUCA. The protein sequence of the target gene is MNDSLFVSLDRLLLEFVFQYEQDISTKEEMIQRINKCCEDIKENKVTICRIHETINATDEEIDHYCKHSEEIKDNCRNWKPTCDVFRKHEDYMQDQFTVYQGTVEKDKEMYHDYICQYKEVLKQYQLKYSETPFSREYYEKKREHEEIQSRVLACTEQLKMNETIFMKFRVPAPFPSLTKWTLNIVNLRCETQDILKHASNLTKSSSELKKEVDEMEIEINYLNQQISRHNETKALSETLEEKNKNTENRKELKERIFGKDEHVLTLNKTQSSQLFLPYESQKLVRPIKMHSSEPRVADI.... Result: 0 (no interaction).